The task is: Predict which catalyst facilitates the given reaction.. This data is from Catalyst prediction with 721,799 reactions and 888 catalyst types from USPTO. Reactant: [N+:1]([C:4]1([CH2:9][CH2:10][C:11]([O:13]C)=[O:12])[CH2:8][CH2:7][CH2:6][CH2:5]1)([O-:3])=[O:2].[OH-].[Na+]. Product: [N+:1]([C:4]1([CH2:9][CH2:10][C:11]([OH:13])=[O:12])[CH2:8][CH2:7][CH2:6][CH2:5]1)([O-:3])=[O:2]. The catalyst class is: 1.